This data is from Full USPTO retrosynthesis dataset with 1.9M reactions from patents (1976-2016). The task is: Predict the reactants needed to synthesize the given product. Given the product [CH3:22][S:23]([O:1][CH2:2][CH2:3][CH:4]1[CH2:9][CH2:8][CH:7]([C:10]([O:12][CH2:13][CH3:14])=[O:11])[CH2:6][CH2:5]1)(=[O:25])=[O:24], predict the reactants needed to synthesize it. The reactants are: [OH:1][CH2:2][CH2:3][CH:4]1[CH2:9][CH2:8][CH:7]([C:10]([O:12][CH2:13][CH3:14])=[O:11])[CH2:6][CH2:5]1.C(N(CC)CC)C.[CH3:22][S:23](Cl)(=[O:25])=[O:24].C(=O)([O-])O.[Na+].